Predict the reaction yield, written as a fraction of the theoretical maximum amount of product (1.0 means a 100% yield; for example, 0.34 means a 34% yield). From a dataset of Reaction yield outcomes from USPTO patents with 853,638 reactions. (1) The reactants are [Si:1]([O:18][CH2:19][C:20]1[C:21]([N:33]2[CH2:38][C@H:37]([CH3:39])[O:36][C@H:35]([CH3:40])[CH2:34]2)=[C:22]([F:32])[C:23]([F:31])=[C:24]([C:26](=[O:30])[C:27]([OH:29])=O)[CH:25]=1)([C:14]([CH3:17])([CH3:16])[CH3:15])([C:8]1[CH:13]=[CH:12][CH:11]=[CH:10][CH:9]=1)[C:2]1[CH:7]=[CH:6][CH:5]=[CH:4][CH:3]=1.CN(C(ON1N=NC2C=CC=NC1=2)=[N+](C)C)C.F[P-](F)(F)(F)(F)F.[NH:65]1[CH2:70][CH2:69][O:68][CH2:67][CH2:66]1.C(N(CC)CC)C. The catalyst is CN(C=O)C.O. The product is [Si:1]([O:18][CH2:19][C:20]1[C:21]([N:33]2[CH2:34][C@H:35]([CH3:40])[O:36][C@H:37]([CH3:39])[CH2:38]2)=[C:22]([F:32])[C:23]([F:31])=[C:24]([C:26](=[O:30])[C:27]([N:65]2[CH2:70][CH2:69][O:68][CH2:67][CH2:66]2)=[O:29])[CH:25]=1)([C:14]([CH3:15])([CH3:17])[CH3:16])([C:2]1[CH:3]=[CH:4][CH:5]=[CH:6][CH:7]=1)[C:8]1[CH:13]=[CH:12][CH:11]=[CH:10][CH:9]=1. The yield is 0.770. (2) The reactants are COCC[N:5]1[C:17]2[CH:16]=[CH:15][CH:14]=[C:13]([O:18][CH2:19][CH:20]3[CH2:22][O:21]3)[C:12]=2[C:11]2[C:6]1=[CH:7][CH:8]=[CH:9][CH:10]=2.[C:23]([O:31][CH2:32][CH2:33]Br)(=[O:30])[C:24]1[CH:29]=[CH:28][CH:27]=[CH:26][CH:25]=1.COCCBr. No catalyst specified. The product is [O:21]1[CH2:22][CH:20]1[CH2:19][O:18][C:13]1[C:12]2[C:11]3[C:6](=[CH:7][CH:8]=[CH:9][CH:10]=3)[N:5]([CH2:33][CH2:32][O:31][C:23](=[O:30])[C:24]3[CH:29]=[CH:28][CH:27]=[CH:26][CH:25]=3)[C:17]=2[CH:16]=[CH:15][CH:14]=1. The yield is 0.850. (3) The reactants are Br[C:2]1[N:6]2[N:7]=[C:8]([NH:11][CH2:12][CH2:13][CH2:14][CH3:15])[CH:9]=[CH:10][C:5]2=[N:4][CH:3]=1.[CH:16]([C:18]1[CH:23]=[CH:22][C:21](B(O)O)=[CH:20][CH:19]=1)=[O:17].P([O-])([O-])([O-])=O.[K+].[K+].[K+]. The catalyst is C1C=CC(P(C2C=CC=CC=2)[C-]2C=CC=C2)=CC=1.C1C=CC(P(C2C=CC=CC=2)[C-]2C=CC=C2)=CC=1.Cl[Pd]Cl.[Fe+2].C(COC)OC.O. The product is [CH2:12]([NH:11][C:8]1[CH:9]=[CH:10][C:5]2[N:6]([C:2]([C:21]3[CH:22]=[CH:23][C:18]([CH:16]=[O:17])=[CH:19][CH:20]=3)=[CH:3][N:4]=2)[N:7]=1)[CH2:13][CH2:14][CH3:15]. The yield is 0.720. (4) The reactants are [OH:1][CH2:2][CH2:3][CH2:4][NH2:5].C(N(CC)CC)C.[N+:13]([C:16]1[CH:21]=[CH:20][C:19]([CH2:22][C:23](Cl)=[O:24])=[CH:18][CH:17]=1)([O-:15])=[O:14].O. The catalyst is C(Cl)Cl. The product is [OH:1][CH2:2][CH2:3][CH2:4][NH:5][C:23](=[O:24])[CH2:22][C:19]1[CH:18]=[CH:17][C:16]([N+:13]([O-:15])=[O:14])=[CH:21][CH:20]=1. The yield is 0.110. (5) The reactants are [Br:1][C:2]1[CH:3]=[N:4][CH:5]=[N:6][CH:7]=1.[O:8]1[CH2:13][CH2:12][CH2:11][O:10][CH:9]1[CH2:14][CH2:15][Mg]Br.ClC1C(=O)C(C#N)=C(C#N)C(=O)C=1Cl. The catalyst is CCOCC.C1COCC1.CCOC(C)=O.O. The product is [O:8]1[CH2:13][CH2:12][CH2:11][O:10][CH:9]1[CH2:14][CH2:15][C:3]1[C:2]([Br:1])=[CH:7][N:6]=[CH:5][N:4]=1. The yield is 0.760.